From a dataset of SARS-CoV-2 main protease (3CLPro) crystallographic fragment screen with 879 compounds. Binary Classification. Given a drug SMILES string, predict its activity (active/inactive) in a high-throughput screening assay against a specified biological target. (1) The compound is Cc1cc(F)cnc1C12CC1CCN2S(C)(=O)=O. The result is 0 (inactive). (2) The drug is Nc1ccc(S(=O)(=O)Nc2ccccc2)cc1. The result is 0 (inactive).